Dataset: Experimentally validated miRNA-target interactions with 360,000+ pairs, plus equal number of negative samples. Task: Binary Classification. Given a miRNA mature sequence and a target amino acid sequence, predict their likelihood of interaction. (1) The miRNA is mmu-miR-1193-5p with sequence UGGUAGACCGGUGACGUACA. The protein sequence of the target gene is MRKRKISVCQQTWALLCKNFLKKWRMKRESLMEWLNSLLLLLCLYIYPHSHQVNDFSSLLTMDLGRVDTFNESRFSVVYTPVTNTTQQIMNKVASTPFLAGKEVLGLPDEESIKEFTANYPEEIVRVTFTNTYSYHLKFLLGHGMPAKKEHKDHTAHCYETNEDVYCEVSVFWKEGFVALQAAINAAIIEITTNHSVMEELMSVTGKNMKMHSFIGQSGVITDLYLFSCIISFSSFIYYASVNVTRERKRMKALMTMMGLRDSAFWLSWGLLYAGFIFIMALFLALVIRSTQFIILSGFM.... Result: 0 (no interaction). (2) The miRNA is hsa-miR-7161-3p with sequence UAGAUCUUUGACUCUGGCAGUCUCCAGG. The protein sequence of the target gene is MNGQLDLSGKLIIKAQLGEDIRRIPIHNEDITYDELVLMMQRVFRGKLLSNDEVTIKYKDEDGDLITIFDSSDLSFAIQCSRILKLTLFVNGQPRPLESSQVKYLRRELIELRNKVNRLLDSLEPPGEPGPSTNIPENDTVDGREEKSASDSSGKQSTQVMAASMSAFDPLKNQDEINKNVMSAFGLTDDQVSGPPSAPAEDRSGTPDSIASSSSAAHPPGVQPQQPPYTGAQTQAGQIEGQMYQQYQQQAGYGAQQPQAPPQQPQQYGIQYSASYSQQTGPQQPQQFQGYGQQPTSQAP.... Result: 0 (no interaction). (3) The miRNA is hsa-miR-5006-5p with sequence UUGCCAGGGCAGGAGGUGGAA. The protein sequence of the target gene is MTSTLDLDKGCTVEELLRGCIEAFDDSGKVRDPQLVRMFLMMHPWYIPSSQLASKLLHFYQQSRKDNSNSLQMKTCHLVRYWISAFPAEFDLNPELAEQIKELKALLDQEGNRRHSSLIDIESVPTYKWKRQVTQRNPVEQKKRKMSLLFDHLEPMELAEHLTYLEYRSFCKILFQDYHSFVTHGCTVDNPVLERFISLFNSVSQWVQLMILSKPTATQRALVITHFVHVAERLLQLQNFNTLMAVVGGLSHSSISRLKETHSHVSPDTIKLWEGLTELVTATGNYSNYRRRLAACVGFR.... Result: 0 (no interaction). (4) The miRNA is hsa-miR-495-3p with sequence AAACAAACAUGGUGCACUUCUU. The protein sequence of the target gene is MRPRGAAFAAGPPGDLHLGTAIGFAGAIWRSRSPAMSTLLDIKSSVLRQVQVCPSFRRRTEQDPGSASADPQEPATGAWKPGDGVEFFAHMRLMLKKGEGRQGLPCLEVPLRSGSPAPPEPVDPSLGLRALAPEEVEMLYEEALYTVLYRAGTMGPDQVDDEEALLSYLQQVFGTSLEEHTEAIERVRKAKAPTYALKVSVMRAKNLLAKDPNGFSDPYCMLGILPASDATREPRAQKEQRFGFRKGSKRGGPLPAKCIQVTEVKSSTLNPVWKEHFLFEIEDVSTDQLHLDIWDHDDDV.... Result: 0 (no interaction). (5) The miRNA is hsa-miR-603 with sequence CACACACUGCAAUUACUUUUGC. The protein sequence of the target gene is MQAQQLPYEFFSEENAPKWRGLLVPALKKVQGQVHPTLESNDDALQYVEELILQLLNMLCQAQPRSASDVEERVQKSFPHPIDKWAIADAQSAIEKRKRRNPLSLPAERIHHLLREVLGYKIDHQVSVYIVAVLEYISADILKLVGNYVRNIRHYEITKQDIKVAMCADKVLMDMFHQDVEDINILSLTDEEPSTSGEQTYYDLVKAFMAEIRQYIRELNLIIKVFREPFVSNSKLFSSNDVENIFSRIVDIHELSVKLLGHIEDTVEMTDEGSPHPLVGSCFEDLAEELAFDPYESYAR.... Result: 0 (no interaction). (6) The miRNA is hsa-miR-3606-3p with sequence AAAAUUUCUUUCACUACUUAG. The protein sequence of the target gene is MSERGIKWACEYCTYENWPSAIKCTMCRAQRPSGTIITEDPFKSGSSDVGRDWDPSSTEGGSSPLICPDSSARPRVKSSYSMENANKWSCHMCTYLNWPRAIRCTQCLSQRRTRSPTESPQSSGSGSRPVAFSVDPCEEYNDRNKLNTRTQHWTCSVCTYENWAKAKRCVVCDHPRPNNIEAIELAETEEASSIINEQDRARWRGSCSSGNSQRRSPPATKRDSEVKMDFQRIELAGAVGSKEELEVDFKKLKQIKNRMKKTDWLFLNACVGVVEGDLAAIEAYKSSGGDIARQLTADEV.... Result: 1 (interaction).